Dataset: Forward reaction prediction with 1.9M reactions from USPTO patents (1976-2016). Task: Predict the product of the given reaction. Given the reactants [CH3:1][S:2]([C:5]1[CH:12]=[CH:11][C:8]([CH2:9]Br)=[CH:7][CH:6]=1)(=[O:4])=[O:3].[Cl:13][C:14]1[N:23]=[CH:22][C:21]2[NH:20][CH2:19][C@@H:18]3[CH2:24][O:25][CH2:26][CH2:27][N:17]3[C:16]=2[N:15]=1.CC(C)([O-])C.[K+], predict the reaction product. The product is: [Cl:13][C:14]1[N:23]=[CH:22][C:21]2[N:20]([CH2:9][C:8]3[CH:11]=[CH:12][C:5]([S:2]([CH3:1])(=[O:4])=[O:3])=[CH:6][CH:7]=3)[CH2:19][C@@H:18]3[CH2:24][O:25][CH2:26][CH2:27][N:17]3[C:16]=2[N:15]=1.